This data is from Reaction yield outcomes from USPTO patents with 853,638 reactions. The task is: Predict the reaction yield, written as a fraction of the theoretical maximum amount of product (1.0 means a 100% yield; for example, 0.34 means a 34% yield). (1) The reactants are [C:1]([C:5]1[N:9]([CH3:10])[N:8]([CH2:11][C@H:12]2[CH2:16][CH2:15][CH2:14][O:13]2)/[C:7](=[N:17]/[C:18](=[O:35])[C:19]2[CH:24]=[C:23]([C:25]([F:28])([F:27])[F:26])[CH:22]=[CH:21][C:20]=2[O:29][CH2:30][C@@H:31]([OH:34])[CH:32]=[CH2:33])/[CH:6]=1)([CH3:4])([CH3:3])[CH3:2]. The catalyst is [Pd]. The product is [C:1]([C:5]1[N:9]([CH3:10])[N:8]([CH2:11][C@H:12]2[CH2:16][CH2:15][CH2:14][O:13]2)/[C:7](=[N:17]/[C:18](=[O:35])[C:19]2[CH:24]=[C:23]([C:25]([F:28])([F:27])[F:26])[CH:22]=[CH:21][C:20]=2[O:29][CH2:30][C@@H:31]([OH:34])[CH2:32][CH3:33])/[CH:6]=1)([CH3:3])([CH3:2])[CH3:4]. The yield is 0.670. (2) The product is [NH2:16][C:4]1[CH:3]=[C:2]([Cl:1])[CH:15]=[CH:14][C:5]=1[O:6][C:7]1[CH:8]=[CH:9][C:10]([OH:13])=[CH:11][CH:12]=1. The yield is 0.780. No catalyst specified. The reactants are [Cl:1][C:2]1[CH:15]=[CH:14][C:5]([O:6][C:7]2[CH:12]=[CH:11][C:10]([OH:13])=[CH:9][CH:8]=2)=[C:4]([N+:16]([O-])=O)[CH:3]=1.Cl[Sn]Cl. (3) The reactants are [Cl:1][C:2]1[C:7]([O:8][CH2:9][CH3:10])=[CH:6][CH:5]=[C:4]([F:11])[C:3]=1[C:12]1[CH:13]=[C:14]2[C:19](=[CH:20][CH:21]=1)[N:18]=[C:17]([NH:22][C@@H:23]1[CH2:27][CH2:26][CH2:25][C@@H:24]1[NH2:28])[N:16]=[CH:15]2.[C:29](O)(=[O:32])[C:30]#[CH:31].CN(C(ON1N=NC2C=CC=NC1=2)=[N+](C)C)C.F[P-](F)(F)(F)(F)F.CCN(C(C)C)C(C)C. The catalyst is ClCCl. The product is [Cl:1][C:2]1[C:7]([O:8][CH2:9][CH3:10])=[CH:6][CH:5]=[C:4]([F:11])[C:3]=1[C:12]1[CH:13]=[C:14]2[C:19](=[CH:20][CH:21]=1)[N:18]=[C:17]([NH:22][C@@H:23]1[CH2:27][CH2:26][CH2:25][C@@H:24]1[NH:28][C:29](=[O:32])[C:30]#[CH:31])[N:16]=[CH:15]2. The yield is 0.760. (4) The reactants are [C:1]([O:4][C:5]([CH3:28])([CH3:27])[C:6]([NH:8][NH:9][C:10](=[O:26])[C:11]1[CH:16]=[CH:15][N:14]=[C:13]([NH:17][C:18]2[CH:23]=[CH:22][C:21]([S:24][CH3:25])=[CH:20][CH:19]=2)[CH:12]=1)=O)(=[O:3])[CH3:2].C1(C)C=CC(S(Cl)(=O)=O)=CC=1. The catalyst is N1C=CC=CC=1. The product is [C:1]([O:4][C:5]([CH3:28])([C:6]1[O:26][C:10]([C:11]2[CH:16]=[CH:15][N:14]=[C:13]([NH:17][C:18]3[CH:23]=[CH:22][C:21]([S:24][CH3:25])=[CH:20][CH:19]=3)[CH:12]=2)=[N:9][N:8]=1)[CH3:27])(=[O:3])[CH3:2]. The yield is 0.400. (5) The yield is 0.924. No catalyst specified. The reactants are CC([O:4][C@@H:5]([CH2:10][N+:11]([CH3:14])([CH3:13])[CH3:12])[CH2:6][C:7]([O-:9])=[O:8])=O.[N+:15]([O-:18])(O)=[O:16].[C:19](O)(=[O:21])[CH3:20]. The product is [N+:15]([O:4][C@:5]([C:19](=[O:21])[CH3:20])([CH2:6][C:7](=[O:8])[O-:9])[CH2:10][N+:11]([CH3:12])([CH3:13])[CH3:14])([O-:18])=[O:16]. (6) The reactants are [Cl:1][C:2]1[CH:7]=[C:6]([O:8][C:9]2[C:18]3[C:13](=[CH:14][C:15]([O:21][CH2:22][CH:23]4[CH2:28][CH2:27][NH:26][CH2:25][CH2:24]4)=[C:16]([C:19]#[N:20])[CH:17]=3)[N:12]=[CH:11][CH:10]=2)[CH:5]=[CH:4][C:3]=1[NH:29][C:30]([NH:32][CH:33]1[CH2:35][CH2:34]1)=[O:31].C=O.[C:38](O)(=O)C.C([BH3-])#N.[Na+].C(=O)(O)[O-].[Na+]. The catalyst is O1CCCC1.CO.C(OCC)(=O)C. The product is [Cl:1][C:2]1[CH:7]=[C:6]([O:8][C:9]2[C:18]3[C:13](=[CH:14][C:15]([O:21][CH2:22][CH:23]4[CH2:24][CH2:25][N:26]([CH3:38])[CH2:27][CH2:28]4)=[C:16]([C:19]#[N:20])[CH:17]=3)[N:12]=[CH:11][CH:10]=2)[CH:5]=[CH:4][C:3]=1[NH:29][C:30]([NH:32][CH:33]1[CH2:35][CH2:34]1)=[O:31]. The yield is 0.659. (7) The reactants are C([O:3][C:4](=[O:35])[C:5]([O:8][C:9]1[CH:10]=[C:11]2[C:16](=[CH:17][C:18]=1[CH3:19])[O:15][C@:14]1([CH2:28][C:27]([CH3:30])([CH3:29])[C:26]3[C:21](=[CH:22][C:23]([CH3:32])=[C:24]([OH:31])[CH:25]=3)[O:20]1)[CH2:13][C:12]2([CH3:34])[CH3:33])([CH3:7])[CH3:6])C.[OH-].[Na+]. The catalyst is C1COCC1.CCO.O. The product is [OH:31][C:24]1[CH:25]=[C:26]2[C:21](=[CH:22][C:23]=1[CH3:32])[O:20][C@:14]1([CH2:13][C:12]([CH3:33])([CH3:34])[C:11]3[C:16](=[CH:17][C:18]([CH3:19])=[C:9]([O:8][C:5]([CH3:6])([CH3:7])[C:4]([OH:35])=[O:3])[CH:10]=3)[O:15]1)[CH2:28][C:27]2([CH3:30])[CH3:29]. The yield is 0.810. (8) The reactants are [Br:1][C:2]1[CH:3]=[N:4][CH:5]=[C:6]([CH:10]=1)C(O)=O.C1(P(N=[N+]=[N-])(C2C=CC=CC=2)=[O:18])C=CC=CC=1.CC[N:30]([CH2:33]C)CC.[CH2:35]([OH:42])[C:36]1[CH:41]=[CH:40][CH:39]=[CH:38][CH:37]=1. The catalyst is C1(C)C=CC=CC=1. The product is [Br:1][C:2]1[CH:10]=[C:6]([NH:30][C:33](=[O:18])[O:42][CH2:35][C:36]2[CH:41]=[CH:40][CH:39]=[CH:38][CH:37]=2)[CH:5]=[N:4][CH:3]=1. The yield is 0.730. (9) The reactants are C(O[C:4]([CH3:13])=[CH:5][C:6](=O)[C:7]([O:9][CH2:10][CH3:11])=[O:8])C.[C:14]([CH2:16][C:17]([NH2:19])=[O:18])#[N:15].C(=O)([O-])[O-].[K+].[K+].Cl. The catalyst is CC(C)=O. The product is [C:14]([C:16]1[C:17](=[O:18])[NH:19][C:6]([C:7]([O:9][CH2:10][CH3:11])=[O:8])=[CH:5][C:4]=1[CH3:13])#[N:15]. The yield is 0.657. (10) The yield is 0.700. The reactants are [H-].[Na+].[Br:3][C:4]1[CH:5]=[CH:6][C:7](Cl)=[C:8]([C:10]([F:13])([F:12])[F:11])[CH:9]=1.[CH2:15]([OH:20])[C:16]([CH3:19])([CH3:18])[CH3:17]. The catalyst is CN(C=O)C. The product is [Br:3][C:4]1[CH:5]=[CH:6][C:7]([O:20][CH2:15][C:16]([CH3:19])([CH3:18])[CH3:17])=[C:8]([C:10]([F:13])([F:12])[F:11])[CH:9]=1.